Task: Predict the reactants needed to synthesize the given product.. Dataset: Full USPTO retrosynthesis dataset with 1.9M reactions from patents (1976-2016) (1) Given the product [CH2:1]([NH:8][CH:9]1[CH2:18][C:17]2[CH:16]=[N:15][C:14]3[NH:19][N:20]=[CH:21][C:13]=3[C:12]=2[CH2:11][CH2:10]1)[C:2]1[CH:7]=[CH:6][CH:5]=[CH:4][CH:3]=1.[C:33]([OH:35])([C:32]([F:37])([F:36])[F:31])=[O:34], predict the reactants needed to synthesize it. The reactants are: [CH2:1]([NH:8][CH:9]1[CH2:18][C:17]2[CH:16]=[N:15][C:14]3[N:19](CC4C=CC(OC)=CC=4)[N:20]=[CH:21][C:13]=3[C:12]=2[CH2:11][CH2:10]1)[C:2]1[CH:7]=[CH:6][CH:5]=[CH:4][CH:3]=1.[F:31][C:32]([F:37])([F:36])[C:33]([OH:35])=[O:34]. (2) Given the product [CH:13]1([N:10]2[CH2:9][C:8]3([CH2:19][CH2:18]3)[C:7](=[O:20])[N:6]([CH3:21])[C:5]3[CH:4]=[N:3][C:2]([NH:22][C:23]4[C:37]([F:38])=[CH:36][C:26]([C:27]([NH:29][C@@H:30]5[CH2:34][CH2:33][N:32]([CH3:35])[CH2:31]5)=[O:28])=[C:25]([F:39])[CH:24]=4)=[N:12][C:11]2=3)[CH2:17][CH2:16][CH2:15][CH2:14]1, predict the reactants needed to synthesize it. The reactants are: Cl[C:2]1[N:3]=[CH:4][C:5]2[N:6]([CH3:21])[C:7](=[O:20])[C:8]3([CH2:19][CH2:18]3)[CH2:9][N:10]([CH:13]3[CH2:17][CH2:16][CH2:15][CH2:14]3)[C:11]=2[N:12]=1.[NH2:22][C:23]1[C:37]([F:38])=[CH:36][C:26]([C:27]([NH:29][C@@H:30]2[CH2:34][CH2:33][N:32]([CH3:35])[CH2:31]2)=[O:28])=[C:25]([F:39])[CH:24]=1.C(=O)([O-])[O-].[Cs+].[Cs+].CC1(C)C2C(=C(P(C3C=CC=CC=3)C3C=CC=CC=3)C=CC=2)OC2C(P(C3C=CC=CC=3)C3C=CC=CC=3)=CC=CC1=2. (3) Given the product [F:3][C:4]1[CH:9]=[C:8]([F:10])[CH:7]=[CH:6][C:5]=1[CH:11]([OH:29])[CH:12]([CH2:18][C:19]1[CH:24]=[CH:23][C:22]([C:25]([F:26])([F:27])[F:28])=[CH:21][CH:20]=1)[C:13]([O:15][CH2:16][CH3:17])=[O:14], predict the reactants needed to synthesize it. The reactants are: [BH4-].[Na+].[F:3][C:4]1[CH:9]=[C:8]([F:10])[CH:7]=[CH:6][C:5]=1[C:11](=[O:29])[CH:12]([CH2:18][C:19]1[CH:24]=[CH:23][C:22]([C:25]([F:28])([F:27])[F:26])=[CH:21][CH:20]=1)[C:13]([O:15][CH2:16][CH3:17])=[O:14].Cl.